This data is from Full USPTO retrosynthesis dataset with 1.9M reactions from patents (1976-2016). The task is: Predict the reactants needed to synthesize the given product. (1) Given the product [Cl:4][C:5]1[CH:12]=[CH:11][CH:10]=[CH:9][C:6]=1[CH2:7][C:1]#[N:2], predict the reactants needed to synthesize it. The reactants are: [C-:1]#[N:2].[Na+].[Cl:4][C:5]1[CH:12]=[CH:11][CH:10]=[CH:9][C:6]=1[CH2:7]Cl. (2) Given the product [CH3:1][C:2]1([CH3:17])[CH2:7][C:6]([CH3:8])([CH3:9])[CH2:5][CH:4]([C:10]2[CH:15]=[CH:14][CH:13]=[CH:12][C:11]=2[O:16][S:27]([C:26]([F:39])([F:38])[F:25])(=[O:29])=[O:28])[CH2:3]1, predict the reactants needed to synthesize it. The reactants are: [CH3:1][C:2]1([CH3:17])[CH2:7][C:6]([CH3:9])([CH3:8])[CH2:5][CH:4]([C:10]2[CH:15]=[CH:14][CH:13]=[CH:12][C:11]=2[OH:16])[CH2:3]1.C(N(CC)CC)C.[F:25][C:26]([F:39])([F:38])[S:27](O[S:27]([C:26]([F:39])([F:38])[F:25])(=[O:29])=[O:28])(=[O:29])=[O:28].C(OCC)C. (3) Given the product [OH:8][C@@H:9]([C:20]1[CH:25]=[CH:24][CH:23]=[C:22]([O:26][CH2:38][C:39]2[CH:44]=[CH:43][CH:42]=[C:41]([CH3:45])[N:40]=2)[CH:21]=1)[CH2:10][CH2:11][NH:12][C:13](=[O:19])[O:14][C:15]([CH3:18])([CH3:17])[CH3:16], predict the reactants needed to synthesize it. The reactants are: C1(O)C=CC=CC=1.[OH:8][C@@H:9]([C:20]1[CH:25]=[CH:24][CH:23]=[C:22]([OH:26])[CH:21]=1)[CH2:10][CH2:11][NH:12][C:13](=[O:19])[O:14][C:15]([CH3:18])([CH3:17])[CH3:16].C([O-])([O-])=O.[K+].[K+].CS(O[CH2:38][C:39]1[CH:44]=[CH:43][CH:42]=[C:41]([CH3:45])[N:40]=1)(=O)=O.